Dataset: Full USPTO retrosynthesis dataset with 1.9M reactions from patents (1976-2016). Task: Predict the reactants needed to synthesize the given product. (1) Given the product [C:1]([NH:10][C:11]1[C:19]([CH3:20])=[CH:18][C:17]([O:21][CH3:22])=[CH:16][C:12]=1[C:13]([NH2:15])=[O:14])(=[O:9])[C:2]1[CH:3]=[CH:23][CH:5]=[CH:6][CH:7]=1, predict the reactants needed to synthesize it. The reactants are: [C:1]([OH:9])(=O)[C:2]1[CH:7]=[CH:6][CH:5]=N[CH:3]=1.[NH2:10][C:11]1[C:19]([CH3:20])=[CH:18][C:17]([O:21][CH3:22])=[CH:16][C:12]=1[C:13]([NH2:15])=[O:14].[CH3:23]N(C(ON1N=NC2C=CC=CC1=2)=[N+](C)C)C.F[P-](F)(F)(F)(F)F.CCN(C(C)C)C(C)C. (2) The reactants are: CO[C:3]([C:5]1[N:6]=[C:7]([C:25]#[N:26])[C:8]2[C:13]([C:14]=1[OH:15])=[CH:12][CH:11]=[C:10]([O:16][C:17]1[CH:22]=[CH:21][C:20]([O:23][CH3:24])=[CH:19][CH:18]=1)[CH:9]=2)=[O:4].[C:27]([O:31][C:32](=[O:38])[C:33]([CH3:37])([CH3:36])[CH2:34][NH2:35])([CH3:30])([CH3:29])[CH3:28]. Given the product [C:27]([O:31][C:32](=[O:38])[C:33]([CH3:37])([CH3:36])[CH2:34][NH:35][C:3]([C:5]1[N:6]=[C:7]([C:25]#[N:26])[C:8]2[C:13]([C:14]=1[OH:15])=[CH:12][CH:11]=[C:10]([O:16][C:17]1[CH:18]=[CH:19][C:20]([O:23][CH3:24])=[CH:21][CH:22]=1)[CH:9]=2)=[O:4])([CH3:30])([CH3:28])[CH3:29], predict the reactants needed to synthesize it. (3) Given the product [CH2:4]([C:23]1([CH:26]2[C:27](=[O:35])[O:28][C:29]([CH3:33])([CH3:34])[O:30][C:31]2=[O:32])[C:24]2[C:20](=[CH:19][CH:18]=[C:17]([O:16][CH3:15])[CH:25]=2)[CH2:21][CH2:22]1)[CH3:5], predict the reactants needed to synthesize it. The reactants are: C(=O)=O.[CH3:4][C:5](C)=O.N#N.C([Zn]CC)C.[CH3:15][O:16][C:17]1[CH:25]=[C:24]2[C:20]([CH2:21][CH2:22][C:23]2=[C:26]2[C:31](=[O:32])[O:30][C:29]([CH3:34])([CH3:33])[O:28][C:27]2=[O:35])=[CH:19][CH:18]=1. (4) Given the product [ClH:30].[Cl:30][C:27]1[CH:26]=[CH:25][C:24]([CH2:23][N:19]2[C:17]3=[N:18][C:13]([NH:12][C:11](=[O:31])[CH:9]([NH:7][CH3:6])[CH3:10])=[CH:14][CH:15]=[C:16]3[NH:21][C:20]2=[O:22])=[CH:29][CH:28]=1, predict the reactants needed to synthesize it. The reactants are: C(O[C:6](=O)[N:7]([CH:9]([C:11](=[O:31])[NH:12][C:13]1[N:18]=[C:17]2[N:19]([CH2:23][C:24]3[CH:29]=[CH:28][C:27]([Cl:30])=[CH:26][CH:25]=3)[C:20](=[O:22])[NH:21][C:16]2=[CH:15][CH:14]=1)[CH3:10])C)(C)(C)C.Cl.